Predict the reaction yield, written as a fraction of the theoretical maximum amount of product (1.0 means a 100% yield; for example, 0.34 means a 34% yield). From a dataset of Reaction yield outcomes from USPTO patents with 853,638 reactions. The reactants are Br[C:2]1[CH:7]=[C:6]([N+:8]([O-:10])=[O:9])[CH:5]=[C:4]([F:11])[C:3]=1[NH2:12].[CH3:13][C:14]([CH3:18])([CH3:17])[C:15]#[CH:16]. The catalyst is CCN(CC)CC.[Cu]I.Cl[Pd](Cl)([P](C1C=CC=CC=1)(C1C=CC=CC=1)C1C=CC=CC=1)[P](C1C=CC=CC=1)(C1C=CC=CC=1)C1C=CC=CC=1. The product is [CH3:13][C:14]([CH3:18])([CH3:17])[C:15]#[C:16][C:2]1[CH:7]=[C:6]([N+:8]([O-:10])=[O:9])[CH:5]=[C:4]([F:11])[C:3]=1[NH2:12]. The yield is 0.360.